Task: Binary Classification. Given a T-cell receptor sequence (or CDR3 region) and an epitope sequence, predict whether binding occurs between them.. Dataset: TCR-epitope binding with 47,182 pairs between 192 epitopes and 23,139 TCRs (1) The epitope is FLPRVFSAV. The TCR CDR3 sequence is CASSLTQSAEQYF. Result: 1 (the TCR binds to the epitope). (2) The epitope is GLCTLVAML. The TCR CDR3 sequence is CASSQSPGGVAFF. Result: 1 (the TCR binds to the epitope).